This data is from Reaction yield outcomes from USPTO patents with 853,638 reactions. The task is: Predict the reaction yield, written as a fraction of the theoretical maximum amount of product (1.0 means a 100% yield; for example, 0.34 means a 34% yield). (1) The reactants are [C:1]([Si:5]([CH3:19])([CH3:18])[O:6][CH2:7][C:8]([C:11]1[CH:16]=[CH:15][C:14]([NH2:17])=[CH:13][CH:12]=1)([CH3:10])[CH3:9])([CH3:4])([CH3:3])[CH3:2].[Br:20]N1C(=O)CCC1=O.CCOC(C)=O. The catalyst is C(Cl)Cl. The product is [Br:20][C:13]1[CH:12]=[C:11]([C:8]([CH3:10])([CH3:9])[CH2:7][O:6][Si:5]([C:1]([CH3:4])([CH3:2])[CH3:3])([CH3:18])[CH3:19])[CH:16]=[CH:15][C:14]=1[NH2:17]. The yield is 0.880. (2) The reactants are [Br:1][C:2]1[CH:8]=[CH:7][C:5]([NH2:6])=[CH:4][C:3]=1[CH3:9].[Br:10][CH2:11][C:12](Cl)=[O:13]. The catalyst is [OH-].[Na+].ClCCl. The product is [Br:10][CH2:11][C:12]([NH:6][C:5]1[CH:7]=[CH:8][C:2]([Br:1])=[C:3]([CH3:9])[CH:4]=1)=[O:13]. The yield is 0.710. (3) The reactants are [C:1]1([C:7]2[CH:8]=[CH:9][N:10]3[C:15]=2[C:14]([NH:16][CH2:17][C:18]2[CH:23]=[CH:22][CH:21]=[CH:20][N:19]=2)=[N:13][C:12]([CH:24]2[CH2:26][CH:25]2[C:27]#[N:28])=[N:11]3)[CH:6]=[CH:5][CH:4]=[CH:3][CH:2]=1.CC([O-:33])(C)C.[K+]. The catalyst is C(O)(C)(C)C. The product is [C:1]1([C:7]2[CH:8]=[CH:9][N:10]3[C:15]=2[C:14]([NH:16][CH2:17][C:18]2[CH:23]=[CH:22][CH:21]=[CH:20][N:19]=2)=[N:13][C:12]([CH:24]2[CH2:26][CH:25]2[C:27]([NH2:28])=[O:33])=[N:11]3)[CH:2]=[CH:3][CH:4]=[CH:5][CH:6]=1. The yield is 0.220.